From a dataset of Merck oncology drug combination screen with 23,052 pairs across 39 cell lines. Regression. Given two drug SMILES strings and cell line genomic features, predict the synergy score measuring deviation from expected non-interaction effect. (1) Drug 1: COc1cc(C2c3cc4c(cc3C(OC3OC5COC(C)OC5C(O)C3O)C3COC(=O)C23)OCO4)cc(OC)c1O. Drug 2: CNC(=O)c1cc(Oc2ccc(NC(=O)Nc3ccc(Cl)c(C(F)(F)F)c3)cc2)ccn1. Cell line: ES2. Synergy scores: synergy=-7.38. (2) Drug 1: O=c1[nH]cc(F)c(=O)[nH]1. Cell line: HCT116. Drug 2: COC1=C2CC(C)CC(OC)C(O)C(C)C=C(C)C(OC(N)=O)C(OC)C=CC=C(C)C(=O)NC(=CC1=O)C2=O. Synergy scores: synergy=2.92. (3) Drug 1: O=C(O)C1(Cc2cccc(Nc3nccs3)n2)CCC(Oc2cccc(Cl)c2F)CC1. Drug 2: COC1CC2CCC(C)C(O)(O2)C(=O)C(=O)N2CCCCC2C(=O)OC(C(C)CC2CCC(OP(C)(C)=O)C(OC)C2)CC(=O)C(C)C=C(C)C(O)C(OC)C(=O)C(C)CC(C)C=CC=CC=C1C. Cell line: EFM192B. Synergy scores: synergy=26.0. (4) Drug 2: COC1CC2CCC(C)C(O)(O2)C(=O)C(=O)N2CCCCC2C(=O)OC(C(C)CC2CCC(OP(C)(C)=O)C(OC)C2)CC(=O)C(C)C=C(C)C(O)C(OC)C(=O)C(C)CC(C)C=CC=CC=C1C. Synergy scores: synergy=22.2. Drug 1: NC1(c2ccc(-c3nc4ccn5c(=O)[nH]nc5c4cc3-c3ccccc3)cc2)CCC1. Cell line: HCT116. (5) Drug 1: CN(Cc1cnc2nc(N)nc(N)c2n1)c1ccc(C(=O)NC(CCC(=O)O)C(=O)O)cc1. Drug 2: O=C(O)C1(Cc2cccc(Nc3nccs3)n2)CCC(Oc2cccc(Cl)c2F)CC1. Cell line: HT29. Synergy scores: synergy=-4.68.